Dataset: Forward reaction prediction with 1.9M reactions from USPTO patents (1976-2016). Task: Predict the product of the given reaction. (1) Given the reactants [N:1]1([C:6]2[CH:7]=[C:8]([C:12]([C:17]3[N:25](S(C4C=CC=CC=4)(=O)=O)[C:20]4=[N:21][CH:22]=[CH:23][CH:24]=[C:19]4[CH:18]=3)=[CH:13][CH:14]([CH3:16])[CH3:15])[CH:9]=[CH:10][CH:11]=2)[CH:5]=[CH:4][CH:3]=[N:2]1.[OH-].[Na+], predict the reaction product. The product is: [N:1]1([C:6]2[CH:7]=[C:8]([C:12]([C:17]3[NH:25][C:20]4=[N:21][CH:22]=[CH:23][CH:24]=[C:19]4[CH:18]=3)=[CH:13][CH:14]([CH3:16])[CH3:15])[CH:9]=[CH:10][CH:11]=2)[CH:5]=[CH:4][CH:3]=[N:2]1. (2) Given the reactants Cl[C:2]1[CH:7]=[C:6]([Cl:8])[N:5]=[C:4]([CH3:9])[N:3]=1.[F:10][C:11]([F:22])([F:21])[C:12]1[N:17]=[CH:16][C:15](B(O)O)=[CH:14][CH:13]=1.C(=O)([O-])[O-].[K+].[K+].O1CCOCC1, predict the reaction product. The product is: [Cl:8][C:6]1[CH:7]=[C:2]([C:15]2[CH:16]=[N:17][C:12]([C:11]([F:22])([F:21])[F:10])=[CH:13][CH:14]=2)[N:3]=[C:4]([CH3:9])[N:5]=1. (3) Given the reactants [H-].[Al+3].[Li+].[H-].[H-].[H-].[C:7]([CH2:9][C:10]1C=C[CH:16]=[CH:15][C:11]=1C([O-])=O)#[N:8].O.[OH-].[Na+].C([O:24][CH2:25][CH3:26])C, predict the reaction product. The product is: [OH:24][CH2:25][C:26]1[CH:16]=[CH:15][CH:11]=[CH:10][C:9]=1[CH2:7][NH2:8]. (4) The product is: [C:37]([CH2:36][C@H:33]1[CH2:32][CH2:31][C@H:30]([N:29]2[C:21]3=[C:22]4[S:28][CH:27]=[CH:26][C:23]4=[N:24][CH:25]=[C:20]3[N:19]=[C:4]2[CH2:3][C:1]#[N:2])[CH2:35][CH2:34]1)#[N:38]. Given the reactants [C:1]([CH2:3][C:4](N)=O)#[N:2].F[B-](F)(F)F.C([O+](CC)CC)C.[NH2:19][C:20]1[C:21]([NH:29][C@H:30]2[CH2:35][CH2:34][C@H:33]([CH2:36][C:37]#[N:38])[CH2:32][CH2:31]2)=[C:22]2[S:28][CH:27]=[CH:26][C:23]2=[N:24][CH:25]=1, predict the reaction product. (5) Given the reactants [F:1][CH:2]([C:19]1[CH:24]=[CH:23][CH:22]=[CH:21][C:20]=1[F:25])[CH2:3][O:4][C@H:5]1[CH2:10][CH2:9][C@H:8]([NH:11]C(=O)OC(C)(C)C)[CH2:7][CH2:6]1.Cl, predict the reaction product. The product is: [F:1][CH:2]([C:19]1[CH:24]=[CH:23][CH:22]=[CH:21][C:20]=1[F:25])[CH2:3][O:4][C@H:5]1[CH2:10][CH2:9][C@H:8]([NH2:11])[CH2:7][CH2:6]1. (6) Given the reactants Cl[C:2]1[CH:9]=[C:8]([NH2:10])[CH:7]=[CH:6][C:3]=1[C:4]#[N:5].[CH:11]1(B(O)O)[CH2:13][CH2:12]1.P([O-])([O-])([O-])=O.[K+].[K+].[K+].C1(P(C2CCCCC2)C2CCCCC2)CCCCC1, predict the reaction product. The product is: [NH2:10][C:8]1[CH:7]=[CH:6][C:3]([C:4]#[N:5])=[C:2]([CH:11]2[CH2:13][CH2:12]2)[CH:9]=1. (7) Given the reactants C[Si](C)(C)N[Si](C)(C)C.C([Li])CCC.[CH3:15][C:16]([C:18]1[CH:23]=[CH:22][C:21]([N:24]2[CH:28]=[N:27][CH:26]=[CH:25]2)=[CH:20][CH:19]=1)=[O:17].[F:29][C:30]([F:37])([F:36])[C:31](OCC)=[O:32], predict the reaction product. The product is: [F:29][C:30]([F:37])([F:36])[C:31](=[O:32])[CH2:15][C:16]([C:18]1[CH:19]=[CH:20][C:21]([N:24]2[CH:25]=[CH:26][N:27]=[CH:28]2)=[CH:22][CH:23]=1)=[O:17]. (8) Given the reactants [F:1][C:2]([F:12])([F:11])[O:3][C:4]1[CH:9]=[CH:8][C:7]([OH:10])=[CH:6][CH:5]=1.[Cl:13][C:14]1[N:19]=[C:18](Cl)[CH:17]=[C:16]([CH3:21])[N:15]=1, predict the reaction product. The product is: [Cl:13][C:14]1[N:15]=[C:16]([CH3:21])[CH:17]=[C:18]([O:10][C:7]2[CH:6]=[CH:5][C:4]([O:3][C:2]([F:11])([F:12])[F:1])=[CH:9][CH:8]=2)[N:19]=1.